From a dataset of Catalyst prediction with 721,799 reactions and 888 catalyst types from USPTO. Predict which catalyst facilitates the given reaction. Reactant: [CH:1]([C:4]1[N:8]2[CH:9]=[C:10]([S:13][C:14]3[CH:19]=[CH:18][CH:17]=[CH:16][C:15]=3[CH2:20]O)[CH:11]=[CH:12][C:7]2=[N:6][N:5]=1)([CH3:3])[CH3:2].C1C=CC(P([N:36]=[N+:37]=[N-:38])(C2C=CC=CC=2)=O)=CC=1.C1CCN2C(=NCCC2)CC1.C1COCC1. Product: [N:36]([CH2:20][C:15]1[CH:16]=[CH:17][CH:18]=[CH:19][C:14]=1[S:13][C:10]1[CH:11]=[CH:12][C:7]2[N:8]([C:4]([CH:1]([CH3:3])[CH3:2])=[N:5][N:6]=2)[CH:9]=1)=[N+:37]=[N-:38]. The catalyst class is: 11.